From a dataset of Catalyst prediction with 721,799 reactions and 888 catalyst types from USPTO. Predict which catalyst facilitates the given reaction. (1) Reactant: [I-].[CH3:2][S+](C)C.[OH-].[K+].[F:8][C:9]([F:22])([F:21])[C:10]1([C:13]2[CH:20]=[CH:19][C:16]([CH:17]=[O:18])=[CH:15][CH:14]=2)[N:12]=[N:11]1.O. Product: [O:18]1[CH2:2][CH:17]1[C:16]1[CH:19]=[CH:20][C:13]([C:10]2([C:9]([F:8])([F:21])[F:22])[N:11]=[N:12]2)=[CH:14][CH:15]=1. The catalyst class is: 10. (2) Reactant: [NH:1]([C:5]1[CH:34]=[CH:33][C:8]2[NH:9][C:10]([CH:12]([C:14]3[NH:15][C:16]4[CH2:21][CH2:20][N:19](C(OCC5C=CC=CC=5)=O)[CH2:18][C:17]=4[N:32]=3)[CH3:13])=[N:11][C:7]=2[CH:6]=1)[C:2]([NH2:4])=[NH:3]. Product: [NH:15]1[C:16]2[CH2:21][CH2:20][NH:19][CH2:18][C:17]=2[N:32]=[C:14]1[CH:12]([C:10]1[NH:9][C:8]2[CH:33]=[CH:34][C:5]([NH:1][C:2]([NH2:4])=[NH:3])=[CH:6][C:7]=2[N:11]=1)[CH3:13]. The catalyst class is: 43. (3) Reactant: [CH3:1][C:2]1[C:7]([CH3:8])=[CH:6][CH:5]=[CH:4][C:3]=1[CH:9]([C:11]1[NH:12][CH:13]=[CH:14][N:15]=1)[CH3:10].C(N(CC)CC)C.[CH3:23][N:24]([CH3:29])[S:25](Cl)(=[O:27])=[O:26]. Product: [CH3:1][C:2]1[C:7]([CH3:8])=[CH:6][CH:5]=[CH:4][C:3]=1[CH:9]([C:11]1[N:15]([S:25]([N:24]([CH3:29])[CH3:23])(=[O:27])=[O:26])[CH:14]=[CH:13][N:12]=1)[CH3:10]. The catalyst class is: 7. (4) Reactant: Br[C:2]1[N:3]=[C:4]([NH:9][CH2:10][C:11]2[C:16]([Cl:17])=[CH:15][CH:14]=[CH:13][C:12]=2[Cl:18])[C:5]([NH2:8])=[N:6][CH:7]=1.CC1(C)C(C)(C)OB([C:27]2[CH:36]=[CH:35][C:30]([C:31]([O:33][CH3:34])=[O:32])=[CH:29][CH:28]=2)O1.C([O-])([O-])=O.[Na+].[Na+]. Product: [NH2:8][C:5]1[N:6]=[CH:7][C:2]([C:27]2[CH:36]=[CH:35][C:30]([C:31]([O:33][CH3:34])=[O:32])=[CH:29][CH:28]=2)=[N:3][C:4]=1[NH:9][CH2:10][C:11]1[C:16]([Cl:17])=[CH:15][CH:14]=[CH:13][C:12]=1[Cl:18]. The catalyst class is: 57. (5) Reactant: [Br:1][C:2]1[N:7]=[C:6]([C:8](OC)=[O:9])[C:5]([OH:12])=[N:4][CH:3]=1.[NH3:13].Cl. Product: [Br:1][C:2]1[N:7]=[C:6]([C:8]([NH2:13])=[O:9])[C:5]([OH:12])=[N:4][CH:3]=1. The catalyst class is: 5. (6) Reactant: [NH2:1][C:2]1[N:6]([C:7]2[CH:8]=[CH:9][C:10]([OH:13])=[N:11][CH:12]=2)[N:5]=[C:4]([C:14]([CH3:17])([CH3:16])[CH3:15])[CH:3]=1.Br[CH2:19][CH2:20][O:21][Si:22]([C:25]([CH3:28])([CH3:27])[CH3:26])([CH3:24])[CH3:23].C([O-])([O-])=O.[K+].[K+]. Product: [NH2:1][C:2]1[N:6]([C:7]2[CH:8]=[CH:9][C:10](=[O:13])[N:11]([CH2:19][CH2:20][O:21][Si:22]([C:25]([CH3:28])([CH3:27])[CH3:26])([CH3:24])[CH3:23])[CH:12]=2)[N:5]=[C:4]([C:14]([CH3:17])([CH3:16])[CH3:15])[CH:3]=1. The catalyst class is: 23. (7) Reactant: [CH3:1][N:2]([CH2:4][C:5]1[CH:6]=[C:7]([C:11]2[CH:12]=[C:13]3[C:19]([NH:20][C:21]([C:23]4[CH:24]=[N:25][N:26]([CH2:28][C:29]5[CH:34]=[CH:33][CH:32]=[CH:31][CH:30]=5)[CH:27]=4)=[O:22])=[CH:18][N:17](S(C4C=CC(C)=CC=4)(=O)=O)[C:14]3=[N:15][CH:16]=2)[CH:8]=[CH:9][CH:10]=1)[CH3:3].[OH-].[K+]. Product: [CH3:3][N:2]([CH2:4][C:5]1[CH:6]=[C:7]([C:11]2[CH:12]=[C:13]3[C:19]([NH:20][C:21]([C:23]4[CH:24]=[N:25][N:26]([CH2:28][C:29]5[CH:30]=[CH:31][CH:32]=[CH:33][CH:34]=5)[CH:27]=4)=[O:22])=[CH:18][NH:17][C:14]3=[N:15][CH:16]=2)[CH:8]=[CH:9][CH:10]=1)[CH3:1]. The catalyst class is: 87. (8) Reactant: [F:1][C:2](F)(F)[C:3]([OH:5])=[O:4].C([O:11][CH2:12][CH3:13])(=O)C.[CH3:14]CCCCCC.[O:21]1CCOC[CH2:22]1. Product: [F:1][C@:2]1([CH3:14])[C@H:22]([OH:21])[C@@H:13]([CH2:12][OH:11])[O:5][C:3]1=[O:4]. The catalyst class is: 6.